From a dataset of Full USPTO retrosynthesis dataset with 1.9M reactions from patents (1976-2016). Predict the reactants needed to synthesize the given product. (1) Given the product [Cl:1][C:2]1[CH:7]=[CH:6][N:5]=[C:4]([CH:8]([OH:9])[C:12]([F:15])([F:14])[F:13])[N:3]=1, predict the reactants needed to synthesize it. The reactants are: [Cl:1][C:2]1[CH:7]=[CH:6][N:5]=[C:4]([CH:8]=[O:9])[N:3]=1.C[Si](C)(C)[C:12]([F:15])([F:14])[F:13].[F-].C([N+](CCCC)(CCCC)CCCC)CCC. (2) Given the product [CH2:1]([O:8][C:9]1[C:10]([F:25])=[CH:11][C:12]([NH:18][CH:19]2[CH2:24][CH2:23][O:22][CH2:21][CH2:20]2)=[C:13]([CH:17]=1)[C:14]([NH:37][CH2:26][C:27]1[CH:36]=[CH:35][C:32]([O:33][CH3:34])=[C:29]([O:30][CH3:31])[CH:28]=1)=[O:15])[C:2]1[CH:7]=[CH:6][CH:5]=[CH:4][CH:3]=1, predict the reactants needed to synthesize it. The reactants are: [CH2:1]([O:8][C:9]1[C:10]([F:25])=[CH:11][C:12]([NH:18][CH:19]2[CH2:24][CH2:23][O:22][CH2:21][CH2:20]2)=[C:13]([CH:17]=1)[C:14](O)=[O:15])[C:2]1[CH:7]=[CH:6][CH:5]=[CH:4][CH:3]=1.[CH2:26]([NH2:37])[C:27]1[CH:36]=[CH:35][C:32]([O:33][CH3:34])=[C:29]([O:30][CH3:31])[CH:28]=1.CN(C(ON1N=NC2C=CC=CC1=2)=[N+](C)C)C.F[P-](F)(F)(F)(F)F.CCN(C(C)C)C(C)C. (3) Given the product [F:1][C:2]1[CH:3]=[CH:4][C:5]([S:8]([N:11]2[CH2:12][CH2:13][CH:14]([C:17](=[O:22])[C:29]3[CH:28]=[CH:27][CH:26]=[C:25]([O:24][CH3:23])[CH:30]=3)[CH2:15][CH2:16]2)(=[O:9])=[O:10])=[CH:6][CH:7]=1, predict the reactants needed to synthesize it. The reactants are: [F:1][C:2]1[CH:7]=[CH:6][C:5]([S:8]([N:11]2[CH2:16][CH2:15][CH:14]([C:17](=[O:22])N(C)OC)[CH2:13][CH2:12]2)(=[O:10])=[O:9])=[CH:4][CH:3]=1.[CH3:23][O:24][C:25]1[CH:26]=[C:27]([Mg]Br)[CH:28]=[CH:29][CH:30]=1. (4) Given the product [CH3:1][O:2][C:3]1[CH:4]=[CH:5][C:6]([CH2:7][N:8]2[C:12]3=[N:13][CH:14]=[CH:15][C:16]([O:17][C:18]4[CH:23]=[CH:22][C:21]([C:24]([NH:25][C:26]5[CH:31]=[C:30]([O:32][CH3:33])[CH:29]=[CH:28][N:27]=5)=[O:34])=[CH:20][CH:19]=4)=[C:11]3[C:10]([NH:35][C@@H:36]3[CH2:40][CH2:39][NH:38][CH2:37]3)=[N:9]2)=[CH:48][CH:49]=1, predict the reactants needed to synthesize it. The reactants are: [CH3:1][O:2][C:3]1[CH:49]=[CH:48][C:6]([CH2:7][N:8]2[C:12]3=[N:13][CH:14]=[CH:15][C:16]([O:17][C:18]4[CH:23]=[CH:22][C:21]([C:24](=[O:34])[NH:25][C:26]5[CH:31]=[C:30]([O:32][CH3:33])[CH:29]=[CH:28][N:27]=5)=[CH:20][CH:19]=4)=[C:11]3[C:10]([NH:35][C@@H:36]3[CH2:40][CH2:39][N:38](C(OC(C)(C)C)=O)[CH2:37]3)=[N:9]2)=[CH:5][CH:4]=1.Cl.O1CCOCC1. (5) Given the product [CH3:30][C:24]1[CH:25]=[C:26]([C:41]2[CH:40]=[C:39]([CH:44]=[CH:43][CH:42]=2)[C:37]([O:36][CH3:35])=[O:38])[CH:27]=[CH:28][C:23]=1[O:22][C@@H:9]1[C@H:8]([OH:49])[C@@H:7]([OH:6])[C@H:12]([OH:13])[C@H:11]([CH2:17][OH:18])[O:10]1, predict the reactants needed to synthesize it. The reactants are: N#N.C([O:6][C@@H:7]1[C@@H:12]([O:13]C(=O)C)[C@H:11]([CH2:17][O:18]C(=O)C)[O:10][C@H:9]([O:22][C:23]2[CH:28]=[CH:27][C:26](Br)=[CH:25][C:24]=2[CH3:30])[C@@H:8]1CC([O-])=O)(=O)C.[CH3:35][O:36][C:37]([C:39]1[CH:40]=[C:41](B(O)O)[CH:42]=[CH:43][CH:44]=1)=[O:38].C([O-])([O-])=[O:49].[Cs+].[Cs+]. (6) Given the product [NH2:22][C:23](=[O:32])[CH:24]([OH:31])[CH:25]([NH:30][C:14](=[O:16])[C:13]1[CH:17]=[CH:18][CH:19]=[CH:20][C:12]=1[C:10]1[N:11]=[C:7]([C:1]2[CH:2]=[CH:3][CH:4]=[CH:5][CH:6]=2)[S:8][CH:9]=1)[CH2:26][CH2:27][CH2:28][CH3:29], predict the reactants needed to synthesize it. The reactants are: [C:1]1([C:7]2[S:8][CH:9]=[C:10]([C:12]3[CH:20]=[CH:19][CH:18]=[CH:17][C:13]=3[C:14]([OH:16])=O)[N:11]=2)[CH:6]=[CH:5][CH:4]=[CH:3][CH:2]=1.[Cl-].[NH2:22][C:23](=[O:32])[CH:24]([OH:31])[CH:25]([NH3+:30])[CH2:26][CH2:27][CH2:28][CH3:29]. (7) Given the product [CH3:1][O:2][C:3](=[O:17])[C:4]([CH3:15])([CH3:16])[CH2:5][C:6]1[CH:11]=[C:10]([CH3:12])[C:9]([O:13][CH2:20][CH2:19][Br:18])=[CH:8][C:7]=1[CH3:14], predict the reactants needed to synthesize it. The reactants are: [CH3:1][O:2][C:3](=[O:17])[C:4]([CH3:16])([CH3:15])[CH2:5][C:6]1[CH:11]=[C:10]([CH3:12])[C:9]([OH:13])=[CH:8][C:7]=1[CH3:14].[Br:18][CH2:19][CH2:20]Br.C(=O)([O-])[O-].[Cs+].[Cs+]. (8) Given the product [CH3:1][O:2][CH2:3][O:4][C:5]1[CH:6]=[CH:7][C:8]([CH2:9][CH:10]([C:16]([O:18][CH2:19][CH3:20])=[O:17])[C:11]([O:13][CH2:14][CH3:15])=[O:12])=[CH:21][CH:22]=1, predict the reactants needed to synthesize it. The reactants are: [CH3:1][O:2][CH2:3][O:4][C:5]1[CH:22]=[CH:21][C:8]([CH:9]=[C:10]([C:16]([O:18][CH2:19][CH3:20])=[O:17])[C:11]([O:13][CH2:14][CH3:15])=[O:12])=[CH:7][CH:6]=1. (9) Given the product [Cl:1][C:2]1[N:7]=[C:6]([CH3:8])[C:5]2[C:9]([O:31][CH2:33][CH2:34][OH:35])=[N:10][N:11]([C:12]([C:13]3[CH:18]=[CH:17][CH:16]=[CH:15][CH:14]=3)([C:19]3[CH:20]=[CH:21][CH:22]=[CH:23][CH:24]=3)[C:25]3[CH:26]=[CH:27][CH:28]=[CH:29][CH:30]=3)[C:4]=2[CH:3]=1, predict the reactants needed to synthesize it. The reactants are: [Cl:1][C:2]1[N:7]=[C:6]([CH3:8])[C:5]2[C:9](=[O:31])[NH:10][N:11]([C:12]([C:25]3[CH:30]=[CH:29][CH:28]=[CH:27][CH:26]=3)([C:19]3[CH:24]=[CH:23][CH:22]=[CH:21][CH:20]=3)[C:13]3[CH:18]=[CH:17][CH:16]=[CH:15][CH:14]=3)[C:4]=2[CH:3]=1.Br[CH2:33][CH2:34][OH:35]. (10) Given the product [C:1]([O:5][C:6](=[O:7])[NH:8][CH2:9][C:10]1[CH:18]=[CH:17][CH:16]=[C:12]([CH2:13][OH:14])[CH:11]=1)([CH3:4])([CH3:2])[CH3:3], predict the reactants needed to synthesize it. The reactants are: [C:1]([O:5][C:6]([NH:8][CH2:9][C:10]1[CH:11]=[C:12]([CH:16]=[CH:17][CH:18]=1)[C:13](O)=[O:14])=[O:7])([CH3:4])([CH3:3])[CH3:2].CSC.B.